Dataset: NCI-60 drug combinations with 297,098 pairs across 59 cell lines. Task: Regression. Given two drug SMILES strings and cell line genomic features, predict the synergy score measuring deviation from expected non-interaction effect. Drug 1: C1=C(C(=O)NC(=O)N1)N(CCCl)CCCl. Drug 2: C1=CN(C=N1)CC(O)(P(=O)(O)O)P(=O)(O)O. Cell line: SNB-75. Synergy scores: CSS=6.80, Synergy_ZIP=-7.47, Synergy_Bliss=-11.8, Synergy_Loewe=-13.8, Synergy_HSA=-11.8.